This data is from Blood-brain barrier permeability classification from the B3DB database. The task is: Regression/Classification. Given a drug SMILES string, predict its absorption, distribution, metabolism, or excretion properties. Task type varies by dataset: regression for continuous measurements (e.g., permeability, clearance, half-life) or binary classification for categorical outcomes (e.g., BBB penetration, CYP inhibition). Dataset: b3db_classification. The molecule is CNCCC=C1c2ccccc2CCc2ccccc21. The result is 1 (penetrates BBB).